Dataset: Peptide-MHC class I binding affinity with 185,985 pairs from IEDB/IMGT. Task: Regression. Given a peptide amino acid sequence and an MHC pseudo amino acid sequence, predict their binding affinity value. This is MHC class I binding data. (1) The MHC is HLA-A11:01 with pseudo-sequence HLA-A11:01. The peptide sequence is TTILGLLPM. The binding affinity (normalized) is 0.0847. (2) The binding affinity (normalized) is 0.409. The MHC is HLA-A69:01 with pseudo-sequence HLA-A69:01. The peptide sequence is YPAVINSNI. (3) The peptide sequence is LELAEITAE. The MHC is HLA-B51:01 with pseudo-sequence HLA-B51:01. The binding affinity (normalized) is 0.0847.